Dataset: Forward reaction prediction with 1.9M reactions from USPTO patents (1976-2016). Task: Predict the product of the given reaction. (1) Given the reactants [F:1][C:2]([F:7])([F:6])[C:3]([OH:5])=[O:4].C(OC([N:15]1[CH2:23][CH2:22][C:18]2([CH2:21][O:20][CH2:19]2)[CH2:17][CH2:16]1)=O)(C)(C)C, predict the reaction product. The product is: [F:1][C:2]([F:7])([F:6])[C:3]([OH:5])=[O:4].[CH2:19]1[C:18]2([CH2:22][CH2:23][NH:15][CH2:16][CH2:17]2)[CH2:21][O:20]1. (2) Given the reactants [CH3:1][O:2][C:3]1[C:8](/[CH:9]=[CH:10]/[C:11]2[CH:12]=[C:13]([CH:19]=[CH:20][C:21]=2[CH3:22])[C:14]([O:16]CC)=[O:15])=[CH:7][N:6]=[C:5]2[N:23](COCC[Si](C)(C)C)[CH:24]=[CH:25][C:4]=12.C(O)(C(F)(F)F)=O.O[Li].O.Cl, predict the reaction product. The product is: [CH3:1][O:2][C:3]1[C:8](/[CH:9]=[CH:10]/[C:11]2[CH:12]=[C:13]([CH:19]=[CH:20][C:21]=2[CH3:22])[C:14]([OH:16])=[O:15])=[CH:7][N:6]=[C:5]2[NH:23][CH:24]=[CH:25][C:4]=12. (3) The product is: [NH2:1][C:2]1[C:6]2[CH:7]=[C:8]([N:11]3[C:15]([C:16]([OH:18])=[O:17])=[CH:14][C:13]([CH3:21])=[N:12]3)[CH:9]=[CH:10][C:5]=2[O:4][N:3]=1. Given the reactants [NH2:1][C:2]1[C:6]2[CH:7]=[C:8]([N:11]3[C:15]([C:16]([O:18]CC)=[O:17])=[CH:14][C:13]([CH3:21])=[N:12]3)[CH:9]=[CH:10][C:5]=2[O:4][N:3]=1.[OH-].[Na+], predict the reaction product. (4) Given the reactants [NH2:1][C:2]1[CH:7]=[C:6]([CH3:8])[N:5]=[C:4]([CH3:9])[CH:3]=1.C([Li])CCC.[CH3:15][O:16][C:17]1[CH:18]=[C:19]([C:25]2[C:37](=[O:38])[N:36]([CH2:39][CH3:40])[C:28]3[N:29]=[C:30](S(C)=O)[N:31]=[CH:32][C:27]=3[CH:26]=2)[CH:20]=[C:21]([O:23][CH3:24])[CH:22]=1.C(OCC)(=O)C.O, predict the reaction product. The product is: [CH3:24][O:23][C:21]1[CH:20]=[C:19]([C:25]2[C:37](=[O:38])[N:36]([CH2:39][CH3:40])[C:28]3[N:29]=[C:30]([NH:1][C:2]4[CH:7]=[C:6]([CH3:8])[N:5]=[C:4]([CH3:9])[CH:3]=4)[N:31]=[CH:32][C:27]=3[CH:26]=2)[CH:18]=[C:17]([O:16][CH3:15])[CH:22]=1. (5) Given the reactants [C:1]([O:5][C:6]([N:8]1[CH2:13][CH2:12][CH:11]([NH2:14])[CH:10]([OH:15])[CH2:9]1)=[O:7])([CH3:4])([CH3:3])[CH3:2].[C:16](=N)([C:23]1[CH:28]=[CH:27][CH:26]=[CH:25][CH:24]=1)[C:17]1[CH:22]=[CH:21][CH:20]=[CH:19][CH:18]=1.C(N(CC)CC)C, predict the reaction product. The product is: [C:1]([O:5][C:6]([N:8]1[CH2:13][CH2:12][C@@H:11]([N:14]=[C:16]([C:17]2[CH:22]=[CH:21][CH:20]=[CH:19][CH:18]=2)[C:23]2[CH:28]=[CH:27][CH:26]=[CH:25][CH:24]=2)[C@H:10]([OH:15])[CH2:9]1)=[O:7])([CH3:4])([CH3:2])[CH3:3]. (6) Given the reactants [CH:1]([C:3]1[CH:8]=[CH:7][N:6]=[C:5]([C:9]2[CH:14]=[CH:13][N:12]=[C:11]([C:15]([NH:17][CH3:18])=[O:16])[CH:10]=2)[C:4]=1[OH:19])=O.[Cl:20][C:21]1[CH:22]=[C:23]([CH:25]=[CH:26][C:27]=1[F:28])[NH2:24].[Si]([C:33]#[N:34])(C)(C)C.[Si](OS(C(F)(F)F)(=O)=O)(C)(C)C, predict the reaction product. The product is: [NH2:34][C:33]1[O:19][C:4]2=[C:5]([C:9]3[CH:14]=[CH:13][N:12]=[C:11]([C:15]([NH:17][CH3:18])=[O:16])[CH:10]=3)[N:6]=[CH:7][CH:8]=[C:3]2[C:1]=1[NH:24][C:23]1[CH:25]=[CH:26][C:27]([F:28])=[C:21]([Cl:20])[CH:22]=1.